From a dataset of Reaction yield outcomes from USPTO patents with 853,638 reactions. Predict the reaction yield, written as a fraction of the theoretical maximum amount of product (1.0 means a 100% yield; for example, 0.34 means a 34% yield). (1) The catalyst is CO. The product is [CH2:19]([N:26]1[CH2:31][CH2:30][N:29]([CH2:1][C:3]2[CH:18]=[CH:17][C:6]([O:7][C:8]3[CH:16]=[CH:15][C:11]([C:12]([NH2:14])=[O:13])=[CH:10][N:9]=3)=[CH:5][CH:4]=2)[CH2:28][CH2:27]1)[C:20]1[CH:21]=[CH:22][CH:23]=[CH:24][CH:25]=1. The yield is 0.570. The reactants are [CH:1]([C:3]1[CH:18]=[CH:17][C:6]([O:7][C:8]2[CH:16]=[CH:15][C:11]([C:12]([NH2:14])=[O:13])=[CH:10][N:9]=2)=[CH:5][CH:4]=1)=O.[CH2:19]([N:26]1[CH2:31][CH2:30][NH:29][CH2:28][CH2:27]1)[C:20]1[CH:25]=[CH:24][CH:23]=[CH:22][CH:21]=1.[BH4-].[Na+]. (2) The reactants are [CH2:1]([O:4][C:5]([CH3:16])([C:11]([F:15])([F:14])[CH:12]=[CH2:13])[C:6]([O:8][CH2:9][CH3:10])=[O:7])C=C. The catalyst is C(Cl)Cl.Cl[Ru](=C1N(C2C(C)=CC(C)=CC=2C)CCN1C1C(C)=CC(C)=CC=1C)(Cl)(=CC1C=CC=CC=1)[P](C1CCCCC1)(C1CCCCC1)C1CCCCC1. The product is [F:15][C:11]1([F:14])[CH:12]=[CH:13][CH2:1][O:4][C:5]1([CH3:16])[C:6]([O:8][CH2:9][CH3:10])=[O:7]. The yield is 0.950. (3) The yield is 0.300. The reactants are C[O:2][C:3]1[CH:8]=[CH:7][C:6]([C:9]2[CH:10]=[C:11]3[C:16](=[CH:17][CH:18]=2)[C:15]([OH:19])=[CH:14][CH:13]=[CH:12]3)=[CH:5][CH:4]=1.B(Br)(Br)Br. The product is [OH:2][C:3]1[CH:8]=[CH:7][C:6]([C:9]2[CH:10]=[C:11]3[C:16](=[CH:17][CH:18]=2)[C:15]([OH:19])=[CH:14][CH:13]=[CH:12]3)=[CH:5][CH:4]=1. No catalyst specified.